This data is from Full USPTO retrosynthesis dataset with 1.9M reactions from patents (1976-2016). The task is: Predict the reactants needed to synthesize the given product. (1) Given the product [C:23]([C:14]1[C:15]([C:17]2[CH:18]=[CH:19][CH:20]=[CH:21][CH:22]=2)=[CH:16][N:12]([C:7]2[CH:6]=[C:5]([C:10]([OH:11])=[CH:9][N:8]=2)[C:4]([OH:25])=[O:3])[CH:13]=1)#[N:24], predict the reactants needed to synthesize it. The reactants are: C([O:3][C:4](=[O:25])[C:5]1[C:10]([OH:11])=[CH:9][N:8]=[C:7]([N:12]2[CH:16]=[C:15]([C:17]3[CH:22]=[CH:21][CH:20]=[CH:19][CH:18]=3)[C:14]([C:23]#[N:24])=[CH:13]2)[CH:6]=1)C.O1CCCC1.C(O)C.[OH-].[Li+]. (2) Given the product [Cl:14][C:15]1[CH:34]=[CH:33][C:18]2[O:19][C:20]3[CH:32]=[CH:31][CH:30]=[CH:29][C:21]=3[C:22]3[C:26]([C:17]=2[CH:16]=1)=[CH:25][S:24][C:23]=3[CH2:27][O:28][CH2:3][CH2:4][CH2:5][NH2:6], predict the reactants needed to synthesize it. The reactants are: Cl.Cl[CH2:3][CH2:4][CH2:5][NH2:6].C1(C)C=CC=CC=1.[Cl:14][C:15]1[CH:34]=[CH:33][C:18]2[O:19][C:20]3[CH:32]=[CH:31][CH:30]=[CH:29][C:21]=3[C:22]3[C:26]([C:17]=2[CH:16]=1)=[CH:25][S:24][C:23]=3[CH2:27][OH:28].